The task is: Predict the product of the given reaction.. This data is from Forward reaction prediction with 1.9M reactions from USPTO patents (1976-2016). (1) Given the reactants C[N+:2]([O-])([C:10]1[CH:15]=[CH:14][CH:13]=[CH:12]N=1)[C:3](=[O:9])[O:4][C:5]([CH3:8])([CH3:7])[CH3:6].C[Si](C#[N:22])(C)C.CN(C)C(Cl)=O.[N+:29]([CH2:32][CH3:33])([O-])=O, predict the reaction product. The product is: [C:32]([C:33]1[N:22]=[C:15]([CH2:10][NH:2][C:3](=[O:9])[O:4][C:5]([CH3:8])([CH3:7])[CH3:6])[CH:14]=[CH:13][CH:12]=1)#[N:29]. (2) The product is: [C:1]([O:5][N:6]=[C:7]1[C:16]2[C:11](=[CH:12][CH:13]=[C:14]([O:17][CH:36]3[CH2:37][CH2:38][N:33]([C:28]4[N:27]=[CH:32][CH:31]=[CH:30][N:29]=4)[CH2:34][CH2:35]3)[CH:15]=2)[O:10][C:9]([C:18]2[N:23]=[CH:22][C:21]3[CH:24]=[CH:25][S:26][C:20]=3[CH:19]=2)=[CH:8]1)([CH3:4])([CH3:2])[CH3:3]. Given the reactants [C:1]([O:5][N:6]=[C:7]1[C:16]2[C:11](=[CH:12][CH:13]=[C:14]([OH:17])[CH:15]=2)[O:10][C:9]([C:18]2[N:23]=[CH:22][C:21]3[CH:24]=[CH:25][S:26][C:20]=3[CH:19]=2)=[CH:8]1)([CH3:4])([CH3:3])[CH3:2].[N:27]1[CH:32]=[CH:31][CH:30]=[N:29][C:28]=1[N:33]1[CH2:38][CH2:37][CH:36](OS(C)(=O)=O)[CH2:35][CH2:34]1, predict the reaction product. (3) Given the reactants Cl[C:2]1[CH:7]=[C:6]([C:8]2[CH:13]=[CH:12][CH:11]=[CH:10][CH:9]=2)[N:5]=[C:4]([NH:14][C:15](=[O:32])[CH2:16][CH2:17][C:18]([C:20]2[CH:25]=[CH:24][C:23]([O:26][CH2:27][CH3:28])=[C:22]([O:29][CH2:30][CH3:31])[CH:21]=2)=[O:19])[CH:3]=1.C1(C2C=CC=CC=2)C=CC=CC=1P(C1CCCCC1)C1CCCCC1.C(=O)([O-])[O-].[K+].[K+].[OH:64][CH2:65][C:66]1[CH:71]=[CH:70][C:69](B(O)O)=[CH:68][CH:67]=1, predict the reaction product. The product is: [CH2:30]([O:29][C:22]1[CH:21]=[C:20]([C:18](=[O:19])[CH2:17][CH2:16][C:15]([NH:14][C:4]2[CH:3]=[C:2]([C:69]3[CH:70]=[CH:71][C:66]([CH2:65][OH:64])=[CH:67][CH:68]=3)[CH:7]=[C:6]([C:8]3[CH:13]=[CH:12][CH:11]=[CH:10][CH:9]=3)[N:5]=2)=[O:32])[CH:25]=[CH:24][C:23]=1[O:26][CH2:27][CH3:28])[CH3:31]. (4) Given the reactants Br[C:2]1[CH:7]=[C:6]([F:8])[CH:5]=[CH:4][C:3]=1[S:9][CH3:10].[Li]CCCC.[B:16](OC(C)C)([O:21]C(C)C)[O:17]C(C)C, predict the reaction product. The product is: [F:8][C:6]1[CH:5]=[CH:4][C:3]([S:9][CH3:10])=[C:2]([B:16]([OH:21])[OH:17])[CH:7]=1. (5) Given the reactants CN(C=O)C.[S:6]([Cl:10])(Cl)(=[O:8])=[O:7].[CH2:11]([C:13]1[S:17][C:16]2[CH:18]=[CH:19][C:20]([CH3:22])=[CH:21][C:15]=2[CH:14]=1)[CH3:12], predict the reaction product. The product is: [CH2:11]([C:13]1[S:17][C:16]2[CH:18]=[CH:19][C:20]([CH3:22])=[CH:21][C:15]=2[C:14]=1[S:6]([Cl:10])(=[O:8])=[O:7])[CH3:12].